From a dataset of Full USPTO retrosynthesis dataset with 1.9M reactions from patents (1976-2016). Predict the reactants needed to synthesize the given product. The reactants are: [CH:1](=[O:12])[CH2:2][CH2:3][CH2:4][CH2:5][CH2:6][CH2:7][CH2:8][CH2:9][CH2:10][CH3:11].C=O.[CH2:15](NCCCC)CCC.C(O)(=O)CCCCCCCCCCCCCCCCC. Given the product [CH2:15]=[C:2]([CH2:3][CH2:4][CH2:5][CH2:6][CH2:7][CH2:8][CH2:9][CH2:10][CH3:11])[CH:1]=[O:12], predict the reactants needed to synthesize it.